From a dataset of Reaction yield outcomes from USPTO patents with 853,638 reactions. Predict the reaction yield, written as a fraction of the theoretical maximum amount of product (1.0 means a 100% yield; for example, 0.34 means a 34% yield). (1) The reactants are [CH2:1]([N:3]1[C:9](=[O:10])[C:8]([CH3:12])([CH3:11])[C:7](=[O:13])[N:6]([CH3:14])[C:5]2[CH:15]=[C:16]([O:19][CH2:20][CH2:21][CH2:22]I)[CH:17]=[CH:18][C:4]1=2)[CH3:2].[NH2:24][CH2:25][CH2:26][C:27]1[CH:28]=[N:29][CH:30]=[CH:31][CH:32]=1. The catalyst is CO. The product is [CH2:1]([N:3]1[C:9](=[O:10])[C:8]([CH3:12])([CH3:11])[C:7](=[O:13])[N:6]([CH3:14])[C:5]2[CH:15]=[C:16]([O:19][CH2:20][CH2:21][CH2:22][NH:24][CH2:25][CH2:26][C:27]3[CH:28]=[N:29][CH:30]=[CH:31][CH:32]=3)[CH:17]=[CH:18][C:4]1=2)[CH3:2]. The yield is 0.700. (2) The reactants are [CH3:1][C:2]1[CH:3]=[C:4]([CH:7]=[CH:8][C:9]=1[CH:10]=C)[C:5]#[N:6].[O:12]=[O+][O-].[BH4-].[Na+].O. The catalyst is CO. The product is [OH:12][CH2:10][C:9]1[CH:8]=[CH:7][C:4]([C:5]#[N:6])=[CH:3][C:2]=1[CH3:1]. The yield is 0.900.